Dataset: Forward reaction prediction with 1.9M reactions from USPTO patents (1976-2016). Task: Predict the product of the given reaction. (1) Given the reactants Br[C:2]1[CH:3]=[CH:4][C:5]2[S:9][CH:8]=[CH:7][C:6]=2[CH:10]=1.CC(C)([O-])C.[K+].C([CH2:19][C:20]([O:22]C(C)(C)C)=[O:21])#N.[OH-].[K+], predict the reaction product. The product is: [S:9]1[C:5]2[CH:4]=[CH:3][C:2]([CH2:19][C:20]([OH:22])=[O:21])=[CH:10][C:6]=2[CH:7]=[CH:8]1. (2) Given the reactants [CH3:1][C:2]1[CH:3]([C:9]([O:11][CH2:12][CH3:13])=[O:10])[CH2:4][CH2:5][C:6](=[O:8])[CH:7]=1.Cl, predict the reaction product. The product is: [CH3:1][C@@H:2]1[CH2:7][C:6](=[O:8])[CH2:5][CH2:4][C@@H:3]1[C:9]([O:11][CH2:12][CH3:13])=[O:10]. (3) Given the reactants [C:1]1(C)[CH:6]=[CH:5][C:4](S(Cl)(=O)=O)=[CH:3][CH:2]=1.[OH:12][CH:13]1[CH2:18][CH2:17][CH:16]([C:19]([O:21]CC)=[O:20])[CH2:15][CH2:14]1, predict the reaction product. The product is: [O:12]([CH:13]1[CH2:14][CH2:15][CH:16]([C:19]([OH:21])=[O:20])[CH2:17][CH2:18]1)[C:1]1[CH:6]=[CH:5][CH:4]=[CH:3][CH:2]=1. (4) Given the reactants Cl[C:2]1[CH:3]=[CH:4][C:5]2[C:14]3[C:9](=[N:10][CH:11]=[CH:12][C:13]=3[NH:15][C:16]3[CH:21]=[CH:20][C:19]([NH:22][C:23](=[O:30])[C:24]4[CH:29]=[CH:28][CH:27]=[CH:26][CH:25]=4)=[CH:18][CH:17]=3)[NH:8][C:7](=[O:31])[C:6]=2[CH:32]=1.CC(C1C=C(C(C)C)C(C2C=CC=CC=2P(C2CCCCC2)C2CCCCC2)=C(C(C)C)C=1)C.[CH3:67][N:68]1[CH2:73][CH2:72][NH:71][CH2:70][CH2:69]1, predict the reaction product. The product is: [CH3:67][N:68]1[CH2:73][CH2:72][N:71]([C:2]2[CH:3]=[CH:4][C:5]3[C:14]4[C:9](=[N:10][CH:11]=[CH:12][C:13]=4[NH:15][C:16]4[CH:21]=[CH:20][C:19]([NH:22][C:23](=[O:30])[C:24]5[CH:29]=[CH:28][CH:27]=[CH:26][CH:25]=5)=[CH:18][CH:17]=4)[NH:8][C:7](=[O:31])[C:6]=3[CH:32]=2)[CH2:70][CH2:69]1. (5) Given the reactants BrC1C=C(C=C(C(C2C=CC=C(OC(F)F)C=2)(C)C)C=1)N.[Cl:22][C:23]1[CH:24]=[C:25]([C:32]([C:35]2[NH:36][CH:37]=[CH:38][CH:39]=2)([CH3:34])[CH3:33])[CH:26]=[C:27]([N+:29]([O-])=O)[CH:28]=1, predict the reaction product. The product is: [NH:36]1[CH:37]=[CH:38][CH:39]=[C:35]1[C:32]([C:25]1[CH:26]=[C:27]([CH:28]=[C:23]([Cl:22])[CH:24]=1)[NH2:29])([CH3:34])[CH3:33].